From a dataset of Merck oncology drug combination screen with 23,052 pairs across 39 cell lines. Regression. Given two drug SMILES strings and cell line genomic features, predict the synergy score measuring deviation from expected non-interaction effect. (1) Drug 1: CN(C)C(=N)N=C(N)N. Drug 2: O=C(NOCC(O)CO)c1ccc(F)c(F)c1Nc1ccc(I)cc1F. Cell line: KPL1. Synergy scores: synergy=-16.7. (2) Drug 1: CC1CC2C3CCC4=CC(=O)C=CC4(C)C3(F)C(O)CC2(C)C1(O)C(=O)CO. Drug 2: O=C(NOCC(O)CO)c1ccc(F)c(F)c1Nc1ccc(I)cc1F. Cell line: UACC62. Synergy scores: synergy=4.33. (3) Drug 1: N#Cc1ccc(Cn2cncc2CN2CCN(c3cccc(Cl)c3)C(=O)C2)cc1. Drug 2: COc1cc(C2c3cc4c(cc3C(OC3OC5COC(C)OC5C(O)C3O)C3COC(=O)C23)OCO4)cc(OC)c1O. Cell line: COLO320DM. Synergy scores: synergy=4.01. (4) Drug 1: COc1cc(C2c3cc4c(cc3C(OC3OC5COC(C)OC5C(O)C3O)C3COC(=O)C23)OCO4)cc(OC)c1O. Drug 2: CCc1cnn2c(NCc3ccc[n+]([O-])c3)cc(N3CCCCC3CCO)nc12. Cell line: HCT116. Synergy scores: synergy=-13.0. (5) Drug 1: C=CCn1c(=O)c2cnc(Nc3ccc(N4CCN(C)CC4)cc3)nc2n1-c1cccc(C(C)(C)O)n1. Drug 2: O=C(NOCC(O)CO)c1ccc(F)c(F)c1Nc1ccc(I)cc1F. Cell line: UWB1289BRCA1. Synergy scores: synergy=9.72.